Dataset: Full USPTO retrosynthesis dataset with 1.9M reactions from patents (1976-2016). Task: Predict the reactants needed to synthesize the given product. Given the product [CH3:15][C:14]1[N:9]=[C:2]([C:3]2[CH:8]=[CH:7][CH:6]=[CH:5][CH:4]=2)[NH:10][C:18](=[O:19])[C:17]=1[CH:22]([CH2:27][CH2:28][CH3:29])[C:23]([OH:25])=[O:24], predict the reactants needed to synthesize it. The reactants are: Cl.[C:2]([NH2:10])(=[NH:9])[C:3]1[CH:8]=[CH:7][CH:6]=[CH:5][CH:4]=1.C[O-].[Na+].[C:14]([CH:17]([CH:22]([CH2:27][CH2:28][CH3:29])[C:23]([O:25]C)=[O:24])[C:18](OC)=[O:19])(=O)[CH3:15].